This data is from Full USPTO retrosynthesis dataset with 1.9M reactions from patents (1976-2016). The task is: Predict the reactants needed to synthesize the given product. (1) Given the product [C:1]([C@@H:3]([NH:5][C:6](=[O:12])[C:25]1[CH:29]=[CH:30][C:22]([O:21][CH2:13][CH2:14][CH2:15][CH2:16][CH2:17][CH2:18][CH2:19][CH3:20])=[CH:23][CH:24]=1)[CH3:4])#[N:2], predict the reactants needed to synthesize it. The reactants are: [C:1]([C@@H:3]([NH:5][C:6](=[O:12])OC(C)(C)C)[CH3:4])#[N:2].[CH2:13]([O:21][C:22]1[CH:30]=[CH:29][C:25](C(O)=O)=[CH:24][CH:23]=1)[CH2:14][CH2:15][CH2:16][CH2:17][CH2:18][CH2:19][CH3:20]. (2) Given the product [NH2:41][C@@H:12]([CH2:11][CH2:10][CH2:9][NH:8][C:7]([NH2:59])=[N:6][OH:5])[C:13]([NH:14][S:15]([C:18]1[CH:19]=[CH:20][C:21]([N:24]2[C:28]([C:29]3[CH:30]=[CH:31][C:32]([CH3:35])=[CH:33][CH:34]=3)=[CH:27][C:26]([C:36]([F:39])([F:38])[F:37])=[N:25]2)=[CH:22][CH:23]=1)(=[O:16])=[O:17])=[O:40], predict the reactants needed to synthesize it. The reactants are: C([O:5][NH:6][C:7](=[N:59]S(C1C(C)=C(C)C2OC(C)(C)CC=2C=1C)(=O)=O)[NH:8][CH2:9][CH2:10][CH2:11][C@H:12]([NH:41]C(=O)OCC1C2C=CC=CC=2C2C1=CC=CC=2)[C:13](=[O:40])[NH:14][S:15]([C:18]1[CH:23]=[CH:22][C:21]([N:24]2[C:28]([C:29]3[CH:34]=[CH:33][C:32]([CH3:35])=[CH:31][CH:30]=3)=[CH:27][C:26]([C:36]([F:39])([F:38])[F:37])=[N:25]2)=[CH:20][CH:19]=1)(=[O:17])=[O:16])(C)(C)C.N1CCCCC1. (3) Given the product [CH2:3]([NH:10][C:11]1[N:15]([CH3:16])[N:14]=[CH:13][C:12]=1[I:1])[C:4]1[CH:5]=[CH:6][CH:7]=[CH:8][CH:9]=1, predict the reactants needed to synthesize it. The reactants are: [I:1]Cl.[CH2:3]([NH:10][C:11]1[N:15]([CH3:16])[N:14]=[CH:13][CH:12]=1)[C:4]1[CH:9]=[CH:8][CH:7]=[CH:6][CH:5]=1.C([O-])(=O)C.[Na+].S([O-])([O-])(=O)=S.[Na+].[Na+]. (4) The reactants are: Br[C:2]1[C:10]2[C:9]([Cl:11])=[N:8][CH:7]=[N:6][C:5]=2[N:4]([CH:12]([CH3:14])[CH3:13])[CH:3]=1.CON(C)[C:18]([C:20]1[CH:25]=[CH:24][CH:23]=[C:22]([Br:26])[N:21]=1)=[O:19].BrC1C=C(C(C2C3C(Cl)=NC=NC=3N(C(C)C)C=2)=O)C=NC=1. Given the product [Br:26][C:22]1[N:21]=[C:20]([C:18]([C:2]2[C:10]3[C:9]([Cl:11])=[N:8][CH:7]=[N:6][C:5]=3[N:4]([CH:12]([CH3:14])[CH3:13])[CH:3]=2)=[O:19])[CH:25]=[CH:24][CH:23]=1, predict the reactants needed to synthesize it.